This data is from Full USPTO retrosynthesis dataset with 1.9M reactions from patents (1976-2016). The task is: Predict the reactants needed to synthesize the given product. (1) Given the product [CH2:28]([N:8]([CH2:1][C:2]1[CH:7]=[CH:6][CH:5]=[CH:4][CH:3]=1)[C@H:9]1[CH2:18][C:17]2[C:12](=[CH:13][CH:14]=[CH:15][C:16]=2[C:36]2[CH:37]=[N:38][C:39]([O:47][CH3:48])=[C:40]([CH:46]=2)[C:41]([N:43]([CH3:45])[CH3:44])=[O:42])[O:11][CH2:10]1)[C:29]1[CH:30]=[CH:31][CH:32]=[CH:33][CH:34]=1, predict the reactants needed to synthesize it. The reactants are: [CH2:1]([N:8]([CH2:28][C:29]1[CH:34]=[CH:33][CH:32]=[CH:31][CH:30]=1)[C@H:9]1[CH2:18][C:17]2[C:12](=[CH:13][CH:14]=[CH:15][C:16]=2B2OC(C)(C)C(C)(C)O2)[O:11][CH2:10]1)[C:2]1[CH:7]=[CH:6][CH:5]=[CH:4][CH:3]=1.Br[C:36]1[CH:37]=[N:38][C:39]([O:47][CH3:48])=[C:40]([CH:46]=1)[C:41]([N:43]([CH3:45])[CH3:44])=[O:42]. (2) Given the product [Br:11][C:8]1[CH:9]=[CH:10][C:2]([CH3:1])=[C:3]([CH:7]=1)[C:4]([O:6][CH3:12])=[O:5], predict the reactants needed to synthesize it. The reactants are: [CH3:1][C:2]1[CH:10]=[CH:9][C:8]([Br:11])=[CH:7][C:3]=1[C:4]([OH:6])=[O:5].[CH3:12][Si](C=[N+]=[N-])(C)C. (3) Given the product [OH:8][C@@H:9]1[C@@H:16]2[N:12](/[C:13](=[N:21]/[C:22]3[CH:29]=[CH:28][C:25]([C:26]#[N:27])=[C:24]([Cl:30])[C:23]=3[CH3:31])/[O:14][C@H:15]2[C:17]([F:18])([F:20])[F:19])[CH2:11][CH2:10]1, predict the reactants needed to synthesize it. The reactants are: [Si]([O:8][C@@H:9]1[C@H:16]2[N:12](/[C:13](=[N:21]/[C:22]3[CH:29]=[CH:28][C:25]([C:26]#[N:27])=[C:24]([Cl:30])[C:23]=3[CH3:31])/[O:14][C@H:15]2[C:17]([F:20])([F:19])[F:18])[CH2:11][CH2:10]1)(C(C)(C)C)(C)C.O[C@H]1[C@@H]2N(/C(=N/C3C=CC(C#N)=C(Cl)C=3C)/OC2)CC1.